This data is from Forward reaction prediction with 1.9M reactions from USPTO patents (1976-2016). The task is: Predict the product of the given reaction. (1) Given the reactants Cl[C:2]1[CH:11]=[CH:10][C:9]2[C:4](=[CH:5][CH:6]=[C:7]([N+:12]([O-])=O)[CH:8]=2)[N:3]=1.[CH3:15][C:16]1[CH:17]=[CH:18][CH:19]=[C:20]2[C:24]=1[CH:23]([NH2:25])[CH2:22][CH2:21]2, predict the reaction product. The product is: [CH3:15][C:16]1[CH:17]=[CH:18][CH:19]=[C:20]2[C:24]=1[CH:23]([NH:25][C:2]1[CH:11]=[CH:10][C:9]3[C:4](=[CH:5][CH:6]=[C:7]([NH2:12])[CH:8]=3)[N:3]=1)[CH2:22][CH2:21]2. (2) The product is: [F:7][C:8]1[CH:9]=[C:10]([CH:14]=[CH:15][C:16]=1[F:17])[C:11]([N:19]1[CH2:22][CH2:21][CH2:20]1)=[O:13]. Given the reactants C(Cl)(=O)C(Cl)=O.[F:7][C:8]1[CH:9]=[C:10]([CH:14]=[CH:15][C:16]=1[F:17])[C:11]([OH:13])=O.Cl.[NH:19]1[CH2:22][CH2:21][CH2:20]1.C(N(CC)CC)C, predict the reaction product. (3) Given the reactants [F:1][C:2]([F:15])([F:14])[C:3]1[CH:12]=[C:11]2[C:6]([CH2:7][CH2:8][NH:9][C:10]2=[O:13])=[CH:5][CH:4]=1.Br[C:17]1[C:26]2[C:21](=[CH:22][CH:23]=[CH:24][CH:25]=2)[CH:20]=[N:19][CH:18]=1.P([O-])([O-])([O-])=O.[K+].[K+].[K+], predict the reaction product. The product is: [F:15][C:2]([F:1])([F:14])[C:3]1[CH:12]=[C:11]2[C:6]([CH2:7][CH2:8][N:9]([C:17]3[C:26]4[C:21](=[CH:22][CH:23]=[CH:24][CH:25]=4)[CH:20]=[N:19][CH:18]=3)[C:10]2=[O:13])=[CH:5][CH:4]=1. (4) The product is: [C:3]1([C:8]2[CH:9]=[CH:10][CH:11]=[CH:12][CH:13]=2)[CH:4]=[CH:5][CH:6]=[CH:7][C:2]=1[O:1][P:14]([Cl:17])([Cl:16])=[O:15]. Given the reactants [OH:1][C:2]1[CH:7]=[CH:6][CH:5]=[CH:4][C:3]=1[C:8]1[CH:13]=[CH:12][CH:11]=[CH:10][CH:9]=1.[P:14](Cl)([Cl:17])([Cl:16])=[O:15], predict the reaction product. (5) Given the reactants [Cl:1][C:2]1[CH:3]=[C:4]([CH2:35][C:36]([OH:38])=[O:37])[CH:5]=[CH:6][C:7]=1[N:8]1[CH:16](O)[C:15]2[C:14]([O:18][CH2:19][C:20]([F:23])([F:22])[F:21])=[C:13]3[CH:24]=[CH:25][CH:26]=[CH:27][C:12]3=[C:11]([O:28][CH2:29][C:30]([F:33])([F:32])[F:31])[C:10]=2[C:9]1=[O:34].C([SiH](CC)CC)C, predict the reaction product. The product is: [Cl:1][C:2]1[CH:3]=[C:4]([CH2:35][C:36]([OH:38])=[O:37])[CH:5]=[CH:6][C:7]=1[N:8]1[C:9](=[O:34])[C:10]2[C:11]([O:28][CH2:29][C:30]([F:31])([F:32])[F:33])=[C:12]3[CH:27]=[CH:26][CH:25]=[CH:24][C:13]3=[C:14]([O:18][CH2:19][C:20]([F:21])([F:22])[F:23])[C:15]=2[CH2:16]1. (6) Given the reactants Cl[C:2]1[N:7]=[C:6]([C:8]2[CH:13]=[CH:12][C:11]([C:14]([F:17])([F:16])[F:15])=[C:10]([F:18])[CH:9]=2)[CH:5]=[C:4]([C:19]([F:22])([F:21])[F:20])[N:3]=1.[Br:23][C:24]1[CH:25]=[C:26](B(O)O)[CH:27]=[CH:28][CH:29]=1, predict the reaction product. The product is: [Br:23][C:24]1[CH:29]=[C:28]([C:2]2[N:7]=[C:6]([C:8]3[CH:13]=[CH:12][C:11]([C:14]([F:17])([F:16])[F:15])=[C:10]([F:18])[CH:9]=3)[CH:5]=[C:4]([C:19]([F:22])([F:21])[F:20])[N:3]=2)[CH:27]=[CH:26][CH:25]=1. (7) Given the reactants [Br:1][CH2:2][CH2:3][CH2:4][CH2:5][CH2:6][C@@H:7]1[CH2:24][C:23]2[C@H:18]([CH2:19][CH2:20][C:21](=[O:25])[CH:22]=2)[C@@H:17]2[C@@H:8]1[C@H:9]1[C@@:13]([CH2:15][C@@H:16]2[F:26])([CH3:14])[C:12](=[O:27])[CH2:11][CH2:10]1.O, predict the reaction product. The product is: [Br:1][CH2:2][CH2:3][CH2:4][CH2:5][CH2:6][C@@H:7]1[CH2:24][C:23]2[CH:22]=[C:21]([OH:25])[CH:20]=[CH:19][C:18]=2[C@@H:17]2[C@@H:8]1[C@H:9]1[C@@:13]([CH2:15][C@@H:16]2[F:26])([CH3:14])[C:12](=[O:27])[CH2:11][CH2:10]1. (8) Given the reactants ClC(O[C:6](=[O:12])OC(Cl)(Cl)Cl)(Cl)Cl.[C:13]([C:17]1[CH:18]=[C:19]([C:23]2([NH2:26])[CH2:25][CH2:24]2)[CH:20]=[CH:21][CH:22]=1)([CH3:16])([CH3:15])[CH3:14].CCN(C(C)C)C(C)C, predict the reaction product. The product is: [C:13]([C:17]1[CH:22]=[CH:21][CH:20]=[C:19]([C:23]2([N:26]=[C:6]=[O:12])[CH2:25][CH2:24]2)[CH:18]=1)([CH3:16])([CH3:14])[CH3:15]. (9) Given the reactants [C:1]12([N:11]3[CH:15]=[C:14]([CH2:16][S:17][C:18]4[CH:23]=[C:22]([Cl:24])[CH:21]=[CH:20][C:19]=4[Cl:25])[N:13]=[N:12]3)[CH2:10][CH:5]3[CH2:6][CH:7]([CH2:9][CH:3]([CH2:4]3)[CH2:2]1)[CH2:8]2.C1C=C(Cl)C=C(C(OO)=[O:34])C=1, predict the reaction product. The product is: [C:1]12([N:11]3[CH:15]=[C:14]([CH2:16][S:17]([C:18]4[CH:23]=[C:22]([Cl:24])[CH:21]=[CH:20][C:19]=4[Cl:25])=[O:34])[N:13]=[N:12]3)[CH2:10][CH:5]3[CH2:4][CH:3]([CH2:9][CH:7]([CH2:6]3)[CH2:8]1)[CH2:2]2. (10) Given the reactants [CH2:1]([O:8][C:9]([N:11]1[CH2:16][CH2:15][C:14]([C:24]([O:26][CH2:27][CH3:28])=[O:25])([CH2:17][CH2:18][CH:19]2OCC[O:20]2)[CH2:13][CH2:12]1)=[O:10])[C:2]1[CH:7]=[CH:6][CH:5]=[CH:4][CH:3]=1.Cl.C(=O)([O-])O.[Na+], predict the reaction product. The product is: [CH2:1]([O:8][C:9]([N:11]1[CH2:12][CH2:13][C:14]([C:24]([O:26][CH2:27][CH3:28])=[O:25])([CH2:17][CH2:18][CH:19]=[O:20])[CH2:15][CH2:16]1)=[O:10])[C:2]1[CH:3]=[CH:4][CH:5]=[CH:6][CH:7]=1.